From a dataset of Full USPTO retrosynthesis dataset with 1.9M reactions from patents (1976-2016). Predict the reactants needed to synthesize the given product. (1) Given the product [C@@H:6]1([O:24][C:25]2[C:29]([CH2:30][C:31]3[CH:36]=[CH:35][C:34]([CH2:37][CH2:38][CH2:39][C:40](=[O:48])[NH:41][C:42]([C:45](=[O:46])[NH:52][CH:53]([CH2:56][OH:57])[CH2:54][OH:55])([CH3:44])[CH3:43])=[CH:33][CH:32]=3)=[C:28]([CH:49]([CH3:51])[CH3:50])[NH:27][N:26]=2)[O:7][C@H:8]([CH2:19][OH:20])[C@@H:9]([OH:15])[C@H:10]([OH:11])[C@H:5]1[OH:4], predict the reactants needed to synthesize it. The reactants are: C([O:4][C@@H:5]1[C@@H:10]([O:11]C(=O)C)[C@H:9]([O:15]C(=O)C)[C@@H:8]([CH2:19][O:20]C(=O)C)[O:7][C@H:6]1[O:24][C:25]1[C:29]([CH2:30][C:31]2[CH:36]=[CH:35][C:34]([CH2:37][CH2:38][CH2:39][C:40](=[O:48])[NH:41][C:42]([C:45](O)=[O:46])([CH3:44])[CH3:43])=[CH:33][CH:32]=2)=[C:28]([CH:49]([CH3:51])[CH3:50])[NH:27][N:26]=1)(=O)C.[NH2:52][CH:53]([CH2:56][OH:57])[CH2:54][OH:55].OCCN1CCNCC1. (2) Given the product [Cl:2][C:3]1[CH:12]=[CH:11][C:10]2[N:9]=[C:8]([N:13]3[CH2:14][CH2:15][CH:16]([C:19]([NH:64][S:60]([CH3:65])(=[O:62])=[O:61])=[O:20])[CH2:17][CH2:18]3)[CH:7]=[CH:6][C:5]=2[C:4]=1[C:22]([NH:24][CH2:25][C:26]12[CH2:35][CH:30]3[CH2:31][CH:32]([CH2:34][CH:28]([CH2:29]3)[CH2:27]1)[CH2:33]2)=[O:23], predict the reactants needed to synthesize it. The reactants are: [Na+].[Cl:2][C:3]1[C:4]([C:22]([NH:24][CH2:25][C:26]23[CH2:35][CH:30]4[CH2:31][CH:32]([CH2:34][CH:28]([CH2:29]4)[CH2:27]2)[CH2:33]3)=[O:23])=[C:5]2[C:10](=[CH:11][CH:12]=1)[N:9]=[C:8]([N:13]1[CH2:18][CH2:17][CH:16]([C:19]([O-])=[O:20])[CH2:15][CH2:14]1)[CH:7]=[CH:6]2.CN(C(ON1N=NC2C=CC=NC1=2)=[N+](C)C)C.F[P-](F)(F)(F)(F)F.[S:60]([NH2:64])(N)(=[O:62])=[O:61].[CH3:65]N(C1C=CC=CN=1)C. (3) Given the product [CH:1]1([C:4]2[CH:5]=[CH:6][C:7]([NH:15][C:16]3[CH:17]=[N:18][C:19]([C:23]4[CH:24]=[CH:25][CH:26]=[CH:27][CH:28]=4)=[C:20]([CH3:22])[CH:21]=3)=[C:8]([CH:14]=2)[C:9]([OH:11])=[O:10])[CH2:3][CH2:2]1, predict the reactants needed to synthesize it. The reactants are: [CH:1]1([C:4]2[CH:5]=[CH:6][C:7]([NH:15][C:16]3[CH:17]=[N:18][C:19]([C:23]4[CH:28]=[CH:27][CH:26]=[CH:25][CH:24]=4)=[C:20]([CH3:22])[CH:21]=3)=[C:8]([CH:14]=2)[C:9]([O:11]CC)=[O:10])[CH2:3][CH2:2]1.[OH-].[Na+]. (4) Given the product [CH2:4]1[CH:3]2[CH:13]3[C:14](=[O:15])[O:16][C:11](=[O:17])[CH:12]3[CH:5]1[CH:1]=[CH:2]2, predict the reactants needed to synthesize it. The reactants are: [CH2:1]1[CH:5]2[C@@H:4]3[CH:3]=[CH:2][C@H:1]([CH:4]2[CH:3]=[CH:2]1)[CH2:5]3.[C:11]1(=[O:17])[O:16][C:14](=[O:15])[CH:13]=[CH:12]1. (5) Given the product [Br:1][C:2]1[CH:7]=[CH:6][C:5]([O:8][CH2:10][C:11]([CH3:14])([CH3:13])[CH3:12])=[C:4]([F:9])[CH:3]=1, predict the reactants needed to synthesize it. The reactants are: [Br:1][C:2]1[CH:7]=[CH:6][C:5]([OH:8])=[C:4]([F:9])[CH:3]=1.[CH2:10](I)[C:11]([CH3:14])([CH3:13])[CH3:12].C(O[K])(C)(C)C. (6) Given the product [CH3:1][O:2][C:3]1[CH:8]=[CH:7][CH:6]=[CH:5][C:4]=1[NH:9][C:20](=[O:21])[CH2:19][C:18]([OH:23])=[O:17], predict the reactants needed to synthesize it. The reactants are: [CH3:1][O:2][C:3]1[CH:8]=[CH:7][CH:6]=[CH:5][C:4]=1[NH2:9].C[Si](Cl)(C)C.CC1(C)[O:21][C:20](=O)[CH2:19][C:18](=[O:23])[O:17]1.O. (7) Given the product [Br:1][C:2]1[CH:11]=[CH:10][C:5]([CH2:6][OH:7])=[CH:4][C:3]=1[CH3:12], predict the reactants needed to synthesize it. The reactants are: [Br:1][C:2]1[CH:11]=[CH:10][C:5]([C:6](OC)=[O:7])=[CH:4][C:3]=1[CH3:12].[H-].[Al+3].[Li+].[H-].[H-].[H-].O.[OH-].[Na+]. (8) Given the product [Li+:21].[CH3:17][N:14]1[CH2:13][CH2:12][CH:11]([O:10][C:5]2[CH:6]=[CH:7][CH:8]=[CH:9][C:4]=2[C:3]([O-:18])=[O:2])[CH2:16][CH2:15]1, predict the reactants needed to synthesize it. The reactants are: C[O:2][C:3](=[O:18])[C:4]1[CH:9]=[CH:8][CH:7]=[CH:6][C:5]=1[O:10][CH:11]1[CH2:16][CH2:15][N:14]([CH3:17])[CH2:13][CH2:12]1.O.[OH-].[Li+:21].[Li]. (9) Given the product [CH3:1][N:2]1[C:6]2[CH2:7][CH2:8][S:31](=[O:33])(=[O:30])[CH2:10][C:5]=2[C:4]([C:11]([N:13]2[CH2:18][CH2:17][CH:16]([C:19]3[CH:24]=[CH:23][CH:22]=[CH:21][C:20]=3[C:25]([F:26])([F:27])[F:28])[CH2:15][CH2:14]2)=[O:12])=[N:3]1, predict the reactants needed to synthesize it. The reactants are: [CH3:1][N:2]1[C:6]2[CH2:7][CH2:8]S[CH2:10][C:5]=2[C:4]([C:11]([N:13]2[CH2:18][CH2:17][CH:16]([C:19]3[CH:24]=[CH:23][CH:22]=[CH:21][C:20]=3[C:25]([F:28])([F:27])[F:26])[CH2:15][CH2:14]2)=[O:12])=[N:3]1.O[O:30][S:31]([O-:33])=O.[K+].C([O-])(O)=O.[Na+]. (10) Given the product [F:29][CH:2]([F:1])[C:3]1[N:8]=[CH:7][C:6]([CH2:9][O:10][C:11]2[CH:26]=[CH:25][C:14]([CH2:15][N:16]3[C:17]4=[N:18][CH:19]=[C:20]([I:24])[CH:21]=[C:22]4[N:23]=[CH:31]3)=[CH:13][C:12]=2[O:27][CH3:28])=[CH:5][CH:4]=1, predict the reactants needed to synthesize it. The reactants are: [F:1][CH:2]([F:29])[C:3]1[N:8]=[CH:7][C:6]([CH2:9][O:10][C:11]2[CH:26]=[CH:25][C:14]([CH2:15][NH:16][C:17]3[C:22]([NH2:23])=[CH:21][C:20]([I:24])=[CH:19][N:18]=3)=[CH:13][C:12]=2[O:27][CH3:28])=[CH:5][CH:4]=1.F[CH:31](F)C1N=CC(COC2C=CC(CN)=CC=2OC)=CC=1.C(OCC)(OCC)OCC.O.C1(C)C=CC(S(O)(=O)=O)=CC=1.